The task is: Predict the reaction yield, written as a fraction of the theoretical maximum amount of product (1.0 means a 100% yield; for example, 0.34 means a 34% yield).. This data is from Reaction yield outcomes from USPTO patents with 853,638 reactions. (1) The reactants are [N+:1]([C:4]1[CH:5]=[C:6]2[C:10](=[CH:11][CH:12]=1)[NH:9][CH:8]=[CH:7]2)([O-:3])=[O:2].[OH-].[K+].[CH2:15]1[O:25][C:18]2([CH2:23][CH2:22][C:21](=O)[CH2:20][CH2:19]2)[O:17][CH2:16]1. The catalyst is CO. The product is [N+:1]([C:4]1[CH:5]=[C:6]2[C:10](=[CH:11][CH:12]=1)[NH:9][CH:8]=[C:7]2[C:21]1[CH2:22][CH2:23][C:18]2([O:25][CH2:15][CH2:16][O:17]2)[CH2:19][CH:20]=1)([O-:3])=[O:2]. The yield is 0.680. (2) The reactants are [NH2:1][C:2]1[C:6]([C@H:7]2[CH2:12][CH2:11][CH2:10][CH2:9][C@@H:8]2[O:13][C:14]2[C:19]([CH3:20])=[CH:18][C:17]([S:21]([N:24]([CH2:31][C:32]3[CH:37]=[CH:36][C:35]([O:38][CH3:39])=[CH:34][C:33]=3[O:40][CH3:41])[C:25]3[CH:30]=[CH:29][N:28]=[CH:27][N:26]=3)(=[O:23])=[O:22])=[C:16]([F:42])[CH:15]=2)=[CH:5][N:4]([CH:43]2[CH2:48][CH2:47][CH2:46][CH2:45][O:44]2)[N:3]=1.[C:49](OC(=O)C)(=[O:51])[CH3:50].O.C(OCC)(=O)C. The catalyst is N1C=CC=CC=1. The product is [CH3:41][O:40][C:33]1[CH:34]=[C:35]([O:38][CH3:39])[CH:36]=[CH:37][C:32]=1[CH2:31][N:24]([C:25]1[CH:30]=[CH:29][N:28]=[CH:27][N:26]=1)[S:21]([C:17]1[C:16]([F:42])=[CH:15][C:14]([O:13][C@H:8]2[CH2:9][CH2:10][CH2:11][CH2:12][C@@H:7]2[C:6]2[C:2]([NH:1][C:49](=[O:51])[CH3:50])=[N:3][N:4]([CH:43]3[CH2:48][CH2:47][CH2:46][CH2:45][O:44]3)[CH:5]=2)=[C:19]([CH3:20])[CH:18]=1)(=[O:23])=[O:22]. The yield is 0.450. (3) The reactants are [OH-].[Na+].CO.[CH3:5][O:6][C@@H:7]([CH2:12][C:13]1[CH:18]=[CH:17][C:16]([O:19][CH3:20])=[CH:15][CH:14]=1)[C:8]([O:10]C)=[O:9]. The catalyst is O. The product is [CH3:5][O:6][C@@H:7]([CH2:12][C:13]1[CH:14]=[CH:15][C:16]([O:19][CH3:20])=[CH:17][CH:18]=1)[C:8]([OH:10])=[O:9]. The yield is 0.960. (4) The reactants are [Na].Br[C:3]1[CH:8]=[CH:7][C:6]([Br:9])=[CH:5][N:4]=1.[CH2:10]([OH:12])[CH3:11]. The catalyst is CN(C=O)C. The product is [Br:9][C:6]1[CH:7]=[CH:8][C:3]([O:12][CH2:10][CH3:11])=[N:4][CH:5]=1. The yield is 0.950. (5) The reactants are [C:1](Br)([CH3:4])([CH3:3])[CH3:2].[Br:6][C:7]1[C:8]([CH:17]([OH:23])[C:18]([O:20][CH2:21][CH3:22])=[O:19])=[CH:9][C:10]2[O:15][CH2:14][CH2:13][O:12][C:11]=2[CH:16]=1. The product is [Br:6][C:7]1[C:8]([CH:17]([O:23][C:1]([CH3:4])([CH3:3])[CH3:2])[C:18]([O:20][CH2:21][CH3:22])=[O:19])=[CH:9][C:10]2[O:15][CH2:14][CH2:13][O:12][C:11]=2[CH:16]=1. The yield is 0.730. The catalyst is C1CCCCC1.ClCCl.[Ag]=O.